Predict the product of the given reaction. From a dataset of Forward reaction prediction with 1.9M reactions from USPTO patents (1976-2016). (1) Given the reactants C([O-])([O-])=O.[Na+].[Na+].I[C:8]1[CH:9]=[N:10][N:11]([C:13]([C:26]2[CH:31]=[CH:30][CH:29]=[CH:28][CH:27]=2)([C:20]2[CH:25]=[CH:24][CH:23]=[CH:22][CH:21]=2)[C:14]2[CH:19]=[CH:18][CH:17]=[CH:16][CH:15]=2)[CH:12]=1.[C:32]1(B(O)O)[CH:37]=[CH:36][CH:35]=[CH:34][CH:33]=1, predict the reaction product. The product is: [C:32]1([C:8]2[CH:9]=[N:10][N:11]([C:13]([C:26]3[CH:31]=[CH:30][CH:29]=[CH:28][CH:27]=3)([C:20]3[CH:25]=[CH:24][CH:23]=[CH:22][CH:21]=3)[C:14]3[CH:19]=[CH:18][CH:17]=[CH:16][CH:15]=3)[CH:12]=2)[CH:37]=[CH:36][CH:35]=[CH:34][CH:33]=1. (2) Given the reactants [Cl:1][C:2]1[CH:10]=[C:9]([C:11]([F:14])([F:13])[F:12])[CH:8]=[C:7]([Cl:15])[C:3]=1[C:4](O)=[O:5].Cl, predict the reaction product. The product is: [Cl:1][C:2]1[CH:10]=[C:9]([C:11]([F:13])([F:14])[F:12])[CH:8]=[C:7]([Cl:15])[C:3]=1[CH2:4][OH:5]. (3) Given the reactants COC[C:4]([N:6]1[CH2:11][CH2:10][CH:9]([C:12]2[C:17]([O:18][C:19]3[CH:24]=[CH:23][C:22]([NH:25][C:26]4[CH:31]=[CH:30][C:29]([CH3:32])=[CH:28][N:27]=4)=[CH:21][CH:20]=3)=[N:16][CH:15]=[CH:14][N:13]=2)[CH2:8][CH2:7]1)=[O:5].C(N(C(C)C)CC)(C)C.Cl[C:43](OC)=[O:44], predict the reaction product. The product is: [CH3:32][C:29]1[CH:30]=[CH:31][C:26]([NH:25][C:22]2[CH:23]=[CH:24][C:19]([O:18][C:17]3[C:12]([CH:9]4[CH2:10][CH2:11][N:6]([C:4]([O:44][CH3:43])=[O:5])[CH2:7][CH2:8]4)=[N:13][CH:14]=[CH:15][N:16]=3)=[CH:20][CH:21]=2)=[N:27][CH:28]=1. (4) Given the reactants NC[C:3]1[CH:4]=[N:5][C:6]([CH2:9][CH:10]2[CH2:15][CH2:14][CH2:13][CH2:12][CH2:11]2)=[CH:7][CH:8]=1.Cl.[C:17]([O:21][C:22]([NH:24][CH2:25]C1C=NC(CC2CCCCC2)=CC=1)=[O:23])([CH3:20])([CH3:19])[CH3:18].CCCCCC, predict the reaction product. The product is: [C:17]([O:21][C:22]([NH:24][CH2:25][C:7]1[C:6]([CH2:9][CH:10]2[CH2:11][CH2:12][CH2:13][CH2:14][CH2:15]2)=[N:5][CH:4]=[CH:3][CH:8]=1)=[O:23])([CH3:20])([CH3:19])[CH3:18]. (5) Given the reactants [NH2:1][C:2]1[N:34]=[C:5]2[C:6]([C:24]3[CH:29]=[CH:28][CH:27]=[C:26]([C:30]([F:33])([F:32])[F:31])[CH:25]=3)=[C:7]([CH3:23])[C:8]([C:10]3[N:14]([C:15]4[CH:22]=[CH:21][C:18]([C:19]#[N:20])=[CH:17][CH:16]=4)[N:13]=[CH:12][CH:11]=3)=[CH:9][N:4]2[N:3]=1.[Br:35][CH2:36][CH2:37][CH2:38][C:39](Cl)=[O:40].C(N(CC)CC)C.ClCC(NC1N=C2C(C3C=CC=C(C(F)(F)F)C=3)=C(C)C(C3N(C4C=CC(C#N)=CC=4)N=CC=3)=CN2N=1)=O, predict the reaction product. The product is: [Br:35][CH2:36][CH2:37][CH2:38][C:39]([NH:1][C:2]1[N:34]=[C:5]2[C:6]([C:24]3[CH:29]=[CH:28][CH:27]=[C:26]([C:30]([F:32])([F:33])[F:31])[CH:25]=3)=[C:7]([CH3:23])[C:8]([C:10]3[N:14]([C:15]4[CH:16]=[CH:17][C:18]([C:19]#[N:20])=[CH:21][CH:22]=4)[N:13]=[CH:12][CH:11]=3)=[CH:9][N:4]2[N:3]=1)=[O:40]. (6) The product is: [N+:17]([C:7]1[CH:6]=[CH:5][C:4]([CH2:3][CH2:2][C:1]([OH:11])=[O:10])=[CH:9][CH:8]=1)([O-:19])=[O:18]. Given the reactants [C:1]([OH:11])(=[O:10])[CH2:2][CH2:3][C:4]1[CH:9]=[CH:8][CH:7]=[CH:6][CH:5]=1.S(=O)(=O)(O)O.[N+:17]([O-])([OH:19])=[O:18], predict the reaction product. (7) Given the reactants [NH2:1][C:2]1[S:3][C:4]2[C:10]([N:11]3[CH2:16][CH2:15][O:14][CH2:13][CH2:12]3)=[CH:9][CH:8]=[C:7]([O:17][CH3:18])[C:5]=2[N:6]=1.C(N(C(C)C)C(C)C)C.[O:28]1[CH2:33][CH2:32][CH:31]([C:34](Cl)=[O:35])[CH2:30][CH2:29]1.CO, predict the reaction product. The product is: [CH3:18][O:17][C:7]1[C:5]2[N:6]=[C:2]([NH:1][C:34]([CH:31]3[CH2:32][CH2:33][O:28][CH2:29][CH2:30]3)=[O:35])[S:3][C:4]=2[C:10]([N:11]2[CH2:16][CH2:15][O:14][CH2:13][CH2:12]2)=[CH:9][CH:8]=1. (8) Given the reactants C([O:4][C@H:5]([CH2:23][C:24]1[CH:29]=[CH:28][CH:27]=[CH:26][CH:25]=1)[C:6]([NH:8][C:9]1[C:10]([O:21][CH3:22])=[N:11][CH:12]=[C:13]([C:15]2[CH:20]=[CH:19][N:18]=[CH:17][CH:16]=2)[CH:14]=1)=[O:7])(=O)C.C(=O)([O-])[O-].[K+].[K+], predict the reaction product. The product is: [OH:4][C@H:5]([CH2:23][C:24]1[CH:29]=[CH:28][CH:27]=[CH:26][CH:25]=1)[C:6]([NH:8][C:9]1[C:10]([O:21][CH3:22])=[N:11][CH:12]=[C:13]([C:15]2[CH:16]=[CH:17][N:18]=[CH:19][CH:20]=2)[CH:14]=1)=[O:7]. (9) Given the reactants Br[CH2:2][C:3]([O:5][CH2:6][CH3:7])=[O:4].P([O-])([O-])([O-])=O.[K+].[K+].[K+].[C:16]([C:19]1[CH:24]=[CH:23][C:22](B(O)O)=[CH:21][CH:20]=1)(=[O:18])[CH3:17].C1COCC1, predict the reaction product. The product is: [C:16]([C:19]1[CH:24]=[CH:23][C:22]([CH2:2][C:3]([O:5][CH2:6][CH3:7])=[O:4])=[CH:21][CH:20]=1)(=[O:18])[CH3:17]. (10) Given the reactants CO[C:3]1[CH:4]=[C:5]([CH:8]=[CH:9][C:10]=1[N+:11]([O-])=O)[C:6]#[N:7].[CH:14]1([CH2:17][NH2:18])[CH2:16][CH2:15]1, predict the reaction product. The product is: [NH2:11][C:10]1[CH:9]=[CH:8][C:5]([C:6]#[N:7])=[CH:4][C:3]=1[NH:18][CH2:17][CH:14]1[CH2:16][CH2:15]1.